Dataset: Forward reaction prediction with 1.9M reactions from USPTO patents (1976-2016). Task: Predict the product of the given reaction. Given the reactants [CH2:1]([O:3][C:4]1[CH:11]=[CH:10][C:7]([CH:8]=O)=[CH:6][CH:5]=1)[CH3:2].[CH:12]1([NH:18][OH:19])[CH2:17][CH2:16][CH2:15][CH2:14][CH2:13]1.C1(C)C=CC(S(O)(=O)=O)=CC=1, predict the reaction product. The product is: [CH2:1]([O:3][C:4]1[CH:11]=[CH:10][C:7]([CH:8]=[N+:18]([CH:12]2[CH2:17][CH2:16][CH2:15][CH2:14][CH2:13]2)[O-:19])=[CH:6][CH:5]=1)[CH3:2].